From a dataset of Forward reaction prediction with 1.9M reactions from USPTO patents (1976-2016). Predict the product of the given reaction. Given the reactants [NH2:1][C:2]1[N:7]=[C:6]([N:8]2[CH2:22][CH2:21][C:11]3([CH2:15][NH:14][C@H:13]([C:16]([O:18]CC)=[O:17])[CH2:12]3)[CH2:10][CH2:9]2)[CH:5]=[C:4]([O:23][CH:24]([C:29]2[CH:34]=[CH:33][C:32]([C:35](=[O:37])[NH2:36])=[CH:31][C:30]=2[N:38]2[CH:42]=[CH:41][C:40]([CH3:43])=[N:39]2)[C:25]([F:28])([F:27])[F:26])[N:3]=1.[Li+].[OH-], predict the reaction product. The product is: [NH2:1][C:2]1[N:7]=[C:6]([N:8]2[CH2:22][CH2:21][C:11]3([CH2:15][NH:14][C@H:13]([C:16]([OH:18])=[O:17])[CH2:12]3)[CH2:10][CH2:9]2)[CH:5]=[C:4]([O:23][C@H:24]([C:29]2[CH:34]=[CH:33][C:32]([C:35](=[O:37])[NH2:36])=[CH:31][C:30]=2[N:38]2[CH:42]=[CH:41][C:40]([CH3:43])=[N:39]2)[C:25]([F:28])([F:27])[F:26])[N:3]=1.